From a dataset of Forward reaction prediction with 1.9M reactions from USPTO patents (1976-2016). Predict the product of the given reaction. (1) Given the reactants Cl.Cl.[NH2:3][CH2:4][CH2:5][C:6]1[N:10]([CH2:11][C:12]2[CH:19]=[CH:18][C:15]([C:16]#[N:17])=[C:14]([O:20][C:21]3[CH:26]=[CH:25][CH:24]=[C:23]([C:27]4([CH2:36][CH3:37])[CH2:33][CH2:32][CH2:31][CH2:30][N:29]([CH3:34])[C:28]4=[O:35])[CH:22]=3)[CH:13]=2)[C:9]([CH3:38])=[N:8][CH:7]=1.C(N(CC)CC)C.[C:46](Cl)(=[O:48])[CH3:47], predict the reaction product. The product is: [C:16]([C:15]1[CH:18]=[CH:19][C:12]([CH2:11][N:10]2[C:6]([CH2:5][CH2:4][NH:3][C:46](=[O:48])[CH3:47])=[CH:7][N:8]=[C:9]2[CH3:38])=[CH:13][C:14]=1[O:20][C:21]1[CH:26]=[CH:25][CH:24]=[C:23]([C:27]2([CH2:36][CH3:37])[CH2:33][CH2:32][CH2:31][CH2:30][N:29]([CH3:34])[C:28]2=[O:35])[CH:22]=1)#[N:17]. (2) Given the reactants [CH3:1][C:2]1[CH:3]=[C:4]2[C:9](=[CH:10][CH:11]=1)[O:8][CH2:7][CH2:6][C:5]2=O.Cl.[O:14]([NH2:16])[CH3:15], predict the reaction product. The product is: [CH3:15][O:14][N:16]=[C:5]1[C:4]2[C:9](=[CH:10][CH:11]=[C:2]([CH3:1])[CH:3]=2)[O:8][CH2:7][CH2:6]1. (3) Given the reactants [C:1]([C:5]1[CH:6]=[C:7]2[C:12](=[CH:13][N:14]=1)[C:11](=[O:15])[N:10]([C:16]1[CH:23]=[CH:22][CH:21]=[C:20]([C:24]3[CH:29]=[C:28]([NH:30][C:31]4[CH:36]=[CH:35][C:34]([C:37]([N:39]5[CH2:44][CH2:43][O:42][CH2:41][CH2:40]5)=[O:38])=[CH:33][N:32]=4)[C:27](=[O:45])[N:26]([CH3:46])[N:25]=3)[C:17]=1[CH:18]=[O:19])[CH2:9][CH2:8]2)([CH3:4])([CH3:3])[CH3:2].[BH4-].[Na+], predict the reaction product. The product is: [C:1]([C:5]1[CH:6]=[C:7]2[C:12](=[CH:13][N:14]=1)[C:11](=[O:15])[N:10]([C:16]1[CH:23]=[CH:22][CH:21]=[C:20]([C:24]3[CH:29]=[C:28]([NH:30][C:31]4[CH:36]=[CH:35][C:34]([C:37]([N:39]5[CH2:44][CH2:43][O:42][CH2:41][CH2:40]5)=[O:38])=[CH:33][N:32]=4)[C:27](=[O:45])[N:26]([CH3:46])[N:25]=3)[C:17]=1[CH2:18][OH:19])[CH2:9][CH2:8]2)([CH3:4])([CH3:2])[CH3:3]. (4) Given the reactants [C:1]([NH:4][C:5]1[S:6][C:7]2[C:13]3[N:14]([C:20]4[CH:29]=[CH:28][C:23]([C:24]([O:26]C)=[O:25])=[C:22]([Cl:30])[CH:21]=4)[N:15]=[C:16]([CH:17]4[CH2:19][CH2:18]4)[C:12]=3[CH2:11][CH2:10][C:8]=2[N:9]=1)(=[O:3])[CH3:2].[OH-].[Li+], predict the reaction product. The product is: [C:1]([NH:4][C:5]1[S:6][C:7]2[C:13]3[N:14]([C:20]4[CH:29]=[CH:28][C:23]([C:24]([OH:26])=[O:25])=[C:22]([Cl:30])[CH:21]=4)[N:15]=[C:16]([CH:17]4[CH2:18][CH2:19]4)[C:12]=3[CH2:11][CH2:10][C:8]=2[N:9]=1)(=[O:3])[CH3:2].